Dataset: Full USPTO retrosynthesis dataset with 1.9M reactions from patents (1976-2016). Task: Predict the reactants needed to synthesize the given product. Given the product [CH:2]([C:4]1[CH:5]=[C:6]([C:14]2[N:15]=[C:16]([CH2:19][CH2:20][C:21]([O:23][CH3:24])=[O:22])[O:17][CH:18]=2)[CH:7]=[C:8]([C:10]([F:12])([F:11])[F:13])[CH:9]=1)([CH3:3])[CH3:1], predict the reactants needed to synthesize it. The reactants are: [CH2:1]=[C:2]([C:4]1[CH:5]=[C:6]([C:14]2[N:15]=[C:16]([CH2:19][CH2:20][C:21]([O:23][CH3:24])=[O:22])[O:17][CH:18]=2)[CH:7]=[C:8]([C:10]([F:13])([F:12])[F:11])[CH:9]=1)[CH3:3].